Dataset: Forward reaction prediction with 1.9M reactions from USPTO patents (1976-2016). Task: Predict the product of the given reaction. (1) Given the reactants [CH2:1]([O:3][C:4](=[O:29])[CH:5]=[CH:6][C:7]1[CH:12]=[CH:11][C:10]([O:13][CH2:14][CH2:15][C:16]2[N:17]=[C:18]([C:22]3[CH:27]=[CH:26][CH:25]=[CH:24][CH:23]=3)[O:19][C:20]=2[CH3:21])=[CH:9][C:8]=1[OH:28])[CH3:2], predict the reaction product. The product is: [CH2:1]([O:3][C:4](=[O:29])[CH2:5][CH2:6][C:7]1[CH:12]=[CH:11][C:10]([O:13][CH2:14][CH2:15][C:16]2[N:17]=[C:18]([C:22]3[CH:23]=[CH:24][CH:25]=[CH:26][CH:27]=3)[O:19][C:20]=2[CH3:21])=[CH:9][C:8]=1[OH:28])[CH3:2]. (2) Given the reactants C([O:3][C:4](Cl)=[O:5])C.N[C:8]1([C:19]2[CH:24]=[CH:23][CH:22]=[CH:21][C:20]=2[O:25][CH3:26])[C:16]2[C:11](=[CH:12][CH:13]=[C:14]([Cl:17])[CH:15]=2)[NH:10][C:9]1=[O:18].[OH2:27], predict the reaction product. The product is: [Cl:17][C:14]1[CH:15]=[C:16]2[C:11](=[CH:12][CH:13]=1)[NH:10][C:9](=[O:18])[C:8]2([O:3][C:4](=[O:5])[OH:27])[C:19]1[CH:24]=[CH:23][CH:22]=[CH:21][C:20]=1[O:25][CH3:26].[C:11]1([NH-:10])[CH:16]=[CH:15][CH:14]=[CH:13][CH:12]=1. (3) Given the reactants [NH2:1][C@@H:2]([CH2:18][C:19]1[CH:24]=[C:23]([F:25])[CH:22]=[C:21]([F:26])[CH:20]=1)[C@H:3]([OH:17])[CH2:4][NH:5][C@@H:6]1[C:15]2[C:10](=[CH:11][CH:12]=[C:13]([I:16])[CH:14]=2)[O:9][CH2:8][CH2:7]1.CC[C:29](O)=[O:30].C(Cl)CCl.C1C=C[C:39]2N(O)N=N[C:40]=2[CH:41]=1.CN(C=[O:50])C.C(Cl)Cl, predict the reaction product. The product is: [F:25][C:23]1[CH:24]=[C:19]([CH:20]=[C:21]([F:26])[CH:22]=1)[CH2:18][C@H:2]([NH:1][C:29](=[O:30])[C:40]([OH:50])([CH3:39])[CH3:41])[C@H:3]([OH:17])[CH2:4][NH:5][C@@H:6]1[C:15]2[C:10](=[CH:11][CH:12]=[C:13]([I:16])[CH:14]=2)[O:9][CH2:8][CH2:7]1. (4) Given the reactants [NH2:1][C:2]([C:4]1[CH:5]=[N:6][C:7]2[C:12]([C:13]=1[NH:14][C:15]1[C:20]3[CH2:21][CH2:22][O:23][C:19]=3[CH:18]=[CH:17][CH:16]=1)=[CH:11][C:10]([C:24](O)=[O:25])=[N:9][C:8]=2[CH3:27])=[O:3].[NH:28]1[CH2:33][CH2:32][O:31][CH2:30][CH2:29]1.C(N(CC)C(C)C)(C)C, predict the reaction product. The product is: [O:23]1[C:19]2[CH:18]=[CH:17][CH:16]=[C:15]([NH:14][C:13]3[C:12]4[C:7](=[C:8]([CH3:27])[N:9]=[C:10]([C:24]([N:28]5[CH2:33][CH2:32][O:31][CH2:30][CH2:29]5)=[O:25])[CH:11]=4)[N:6]=[CH:5][C:4]=3[C:2]([NH2:1])=[O:3])[C:20]=2[CH2:21][CH2:22]1. (5) Given the reactants [C:1]([OH:9])(=[O:8])[CH:2]([CH2:4][C:5]([OH:7])=[O:6])[OH:3].C1(=O)OC(=O)C=C1.[C:17]([OH:25])(=[O:24])[C@H:18]([CH2:20][C:21]([OH:23])=[O:22])O, predict the reaction product. The product is: [C:1]([OH:9])(=[O:8])[CH:2]([CH2:4][C:5]([OH:7])=[O:6])[OH:3].[C:17]([O-:25])(=[O:24])/[CH:18]=[CH:20]/[C:21]([O-:23])=[O:22]. (6) Given the reactants [N:1]1([C:7]2[CH:12]=[CH:11][C:10]([NH:13][C:14]([C:16]3[N:21]=[C:20]([CH2:22][N:23]4[CH2:29][CH2:28][CH2:27][N:26](C(OC(C)(C)C)=O)[CH2:25][CH2:24]4)[CH:19]=[CH:18][CH:17]=3)=[O:15])=[C:9]([C:37]3[CH:42]=[C:41]([C:43](=[O:56])[NH:44][CH2:45][C:46]4[CH:51]=[CH:50][CH:49]=[C:48]([C:52]([F:55])([F:54])[F:53])[CH:47]=4)[CH:40]=[CH:39][N:38]=3)[CH:8]=2)[CH2:6][CH2:5][CH2:4][CH2:3][CH2:2]1.FC(F)(F)C(O)=O.C(=O)(O)[O-].[Na+], predict the reaction product. The product is: [N:23]1([CH2:22][C:20]2[N:21]=[C:16]([C:14]([NH:13][C:10]3[CH:11]=[CH:12][C:7]([N:1]4[CH2:2][CH2:3][CH2:4][CH2:5][CH2:6]4)=[CH:8][C:9]=3[C:37]3[CH:42]=[C:41]([C:43](=[O:56])[NH:44][CH2:45][C:46]4[CH:51]=[CH:50][CH:49]=[C:48]([C:52]([F:53])([F:55])[F:54])[CH:47]=4)[CH:40]=[CH:39][N:38]=3)=[O:15])[CH:17]=[CH:18][CH:19]=2)[CH2:29][CH2:28][CH2:27][NH:26][CH2:25][CH2:24]1. (7) Given the reactants C12([CH:8]=[CH:7][C:6]3[CH:9]=[C:10](C(O)=O)[CH:11]=[CH:12][C:5]=3O1)CC2.[C:16]([O:19][C:20]1[CH:25]=[CH:24][C:23](O)=[CH:22][C:21]=1[C:27]([CH3:30])([CH3:29])[CH3:28])(=O)[CH3:17].C([O:35][C:36](=[O:45])[CH2:37]C1C=CC(O)=CC=1)(C)(C)C.Cl.CN(C)[CH2:49][CH2:50]CN=C=NCC.Cl[CH2:59]Cl, predict the reaction product. The product is: [CH2:49]([C:25]1[CH:24]=[C:23]([CH2:8][CH2:7][C:6]2[CH:5]=[CH:12][C:11]([CH2:37][C:36]([OH:45])=[O:35])=[CH:10][CH:9]=2)[CH:22]=[C:21]2[C:20]=1[O:19][C:16]([CH3:59])([CH3:17])[CH2:28][C:27]2([CH3:30])[CH3:29])[CH3:50].